This data is from Reaction yield outcomes from USPTO patents with 853,638 reactions. The task is: Predict the reaction yield, written as a fraction of the theoretical maximum amount of product (1.0 means a 100% yield; for example, 0.34 means a 34% yield). (1) The reactants are [Br:1][C:2]1[CH:7]=[CH:6][C:5]([CH2:8][C:9](O)=[O:10])=[C:4]([CH3:12])[CH:3]=1.B. The catalyst is C1COCC1. The product is [Br:1][C:2]1[CH:7]=[CH:6][C:5]([CH2:8][CH2:9][OH:10])=[C:4]([CH3:12])[CH:3]=1. The yield is 0.560. (2) The catalyst is C(Cl)Cl. The yield is 0.670. The reactants are CC(OI1(OC(C)=O)(OC(C)=O)OC(=O)C2C=CC=CC1=2)=O.[Br:23][C:24]1[C:25]([O:32][CH3:33])=[CH:26][C:27]([CH2:30][OH:31])=[N:28][CH:29]=1.[OH-].[Na+]. The product is [Br:23][C:24]1[C:25]([O:32][CH3:33])=[CH:26][C:27]([CH:30]=[O:31])=[N:28][CH:29]=1. (3) The yield is 1.85. The product is [CH3:55][O:54][N:53]([CH3:52])[C:36](=[O:38])[CH2:35][O:34][CH:32]([C:29]1[CH:30]=[N:31][C:26]([N:23]2[CH:24]=[CH:25][C:21]([CH:19]([C:17]3[CH:16]=[CH:15][C:5]4[N:6]([CH2:7][O:8][CH2:9][CH2:10][Si:11]([CH3:13])([CH3:14])[CH3:12])[C:2](=[O:1])[S:3][C:4]=4[CH:18]=3)[CH3:20])=[N:22]2)=[CH:27][CH:28]=1)[CH3:33]. The catalyst is ClCCl.C(=O)(O)[O-].[Na+].[Cl-].[Na+].O. The reactants are [O:1]=[C:2]1[N:6]([CH2:7][O:8][CH2:9][CH2:10][Si:11]([CH3:14])([CH3:13])[CH3:12])[C:5]2[CH:15]=[CH:16][C:17]([CH:19]([C:21]3[CH:25]=[CH:24][N:23]([C:26]4[N:31]=[CH:30][C:29]([CH:32]([O:34][CH2:35][C:36]([OH:38])=O)[CH3:33])=[CH:28][CH:27]=4)[N:22]=3)[CH3:20])=[CH:18][C:4]=2[S:3]1.Cl.CN(C)CCCN=C=NCC.Cl.[CH3:52][NH:53][O:54][CH3:55].N1C=CC=CC=1. (4) The reactants are [C:1]([NH:6][NH2:7])(=O)[CH2:2][CH2:3][CH3:4].[NH:8]=[C:9]([CH2:15][CH2:16][CH3:17])C(OCC)=O.[CH3:18]O. No catalyst specified. The product is [CH2:2]([C:1]1[NH:6][N:7]=[C:9]([CH2:15][CH2:16][CH3:17])[N:8]=1)[CH2:3][CH2:4][CH3:18]. The yield is 0.850. (5) The reactants are [CH3:1][O:2][CH2:3][C@@H:4]([O:6][C:7]1[CH:8]=[C:9]([CH:14]=[C:15]([O:17][CH2:18][C:19]2[CH:24]=[CH:23][CH:22]=[CH:21][CH:20]=2)[CH:16]=1)[C:10]([O:12]C)=[O:11])[CH3:5].[OH-].[Na+]. The catalyst is C1COCC1.CO.O. The product is [CH3:1][O:2][CH2:3][C@@H:4]([O:6][C:7]1[CH:8]=[C:9]([CH:14]=[C:15]([O:17][CH2:18][C:19]2[CH:20]=[CH:21][CH:22]=[CH:23][CH:24]=2)[CH:16]=1)[C:10]([OH:12])=[O:11])[CH3:5]. The yield is 0.990. (6) The reactants are [NH2:1][C:2]1[CH:6]=[CH:5][S:4][C:3]=1[C:7]([O:9][CH3:10])=[O:8].ClC(OCC)=[O:13].[OH-].[Na+].Cl.P(Br)(Br)Br. The catalyst is O.O1CCOCC1. The product is [NH:1]1[C:2]2[CH:6]=[CH:5][S:4][C:3]=2[C:7](=[O:8])[O:9][C:10]1=[O:13]. The yield is 1.00. (7) The reactants are CCCC[N+](CCCC)(CCCC)CCCC.[F-].C1(S([N:28]2[C:36]3[C:31](=[CH:32][C:33]([C:37]4[CH:42]=[CH:41][C:40]([O:43][CH3:44])=[CH:39][CH:38]=4)=[CH:34][CH:35]=3)[C:30]3[CH:45]=[C:46]([Cl:49])[CH:47]=[N:48][C:29]2=3)(=O)=O)C=CC=CC=1.CO. The catalyst is C1COCC1. The product is [Cl:49][C:46]1[CH:47]=[N:48][C:29]2[NH:28][C:36]3[C:31]([C:30]=2[CH:45]=1)=[CH:32][C:33]([C:37]1[CH:38]=[CH:39][C:40]([O:43][CH3:44])=[CH:41][CH:42]=1)=[CH:34][CH:35]=3. The yield is 0.850. (8) The reactants are C1(P(=O)(C2C=CC=CC=2)C2C=CC=CC=2)C=CC=CC=1.FC(F)(F)S(OS(C(F)(F)F)(=O)=O)(=O)=O.C([S:43][C:44]([CH3:82])([CH2:59][NH:60][C:61]([C:63]1[NH:64][C:65]2[C:70]([CH:71]=1)=[CH:69][CH:68]=[CH:67][C:66]=2[N:72]([CH3:81])[S:73]([C:76]1[S:77][CH:78]=[CH:79][CH:80]=1)(=[O:75])=[O:74])=O)[CH2:45][N:46]1[CH2:51][CH2:50][N:49](C(OC(C)(C)C)=O)[CH2:48][CH2:47]1)C1C=CC=CC=1.C(=O)([O-])O.[Na+]. The catalyst is C(#N)C. The product is [CH3:81][N:72]([C:66]1[CH:67]=[CH:68][CH:69]=[C:70]2[C:65]=1[NH:64][C:63]([C:61]1[S:43][C:44]([CH3:82])([CH2:45][N:46]3[CH2:51][CH2:50][NH:49][CH2:48][CH2:47]3)[CH2:59][N:60]=1)=[CH:71]2)[S:73]([C:76]1[S:77][CH:78]=[CH:79][CH:80]=1)(=[O:75])=[O:74]. The yield is 0.450. (9) The product is [F:1][C:2]1[CH:3]=[C:4]([O:13][CH3:14])[CH:5]=[C:6]2[C:11]=1[N:10]=[CH:9][CH:8]=[C:7]2[O:12][S:24]([C:27]([F:30])([F:29])[F:28])(=[O:26])=[O:25]. The reactants are [F:1][C:2]1[CH:3]=[C:4]([O:13][CH3:14])[CH:5]=[C:6]2[C:11]=1[N:10]=[CH:9][CH:8]=[C:7]2[OH:12].CN(C1C=CC=CN=1)C.[S:24](O[S:24]([C:27]([F:30])([F:29])[F:28])(=[O:26])=[O:25])([C:27]([F:30])([F:29])[F:28])(=[O:26])=[O:25]. The yield is 0.860. The catalyst is ClCCl.N1C(C)=CC=CC=1C.